Dataset: Catalyst prediction with 721,799 reactions and 888 catalyst types from USPTO. Task: Predict which catalyst facilitates the given reaction. Product: [Cl:1][CH2:2][CH2:3][CH2:4][S:5]([O:8][CH2:9][C:10]([CH3:33])([CH3:34])[C@@H:11]([OH:23])[C:12]([O:14][CH2:15][CH2:16][O:17][C:18]([O:20][CH2:21][CH3:22])=[O:19])=[O:13])(=[O:7])=[O:6]. The catalyst class is: 46. Reactant: [Cl:1][CH2:2][CH2:3][CH2:4][S:5]([O:8][CH2:9][C:10]([CH3:34])([CH3:33])[C@@H:11]([O:23]CC1C=CC(OC)=CC=1)[C:12]([O:14][CH2:15][CH2:16][O:17][C:18]([O:20][CH2:21][CH3:22])=[O:19])=[O:13])(=[O:7])=[O:6].ClC1C(=O)C(C#N)=C(C#N)C(=O)C=1Cl.